From a dataset of Experimentally validated miRNA-target interactions with 360,000+ pairs, plus equal number of negative samples. Binary Classification. Given a miRNA mature sequence and a target amino acid sequence, predict their likelihood of interaction. (1) The miRNA is hsa-miR-7106-5p with sequence UGGGAGGAGGGGAUCUUGGG. The protein sequence of the target gene is MEQPGQDPTSDDVMDSFLEKFQSQPYRGGFHEDQWEKEFEKVPLFMSRAPSEIDPRENPDLACLQSIIFDEERSPEEQAKTYKDEGNDYFKEKDYKKAVISYTEGLKKKCADPDLNAVLYTNRAAAQYYLGNFRSALNDVTAARKLKPCHLKAIIRGALCHLELKHFAEAVNWCDEGLQIDAKEKKLLEMRAKADKLKRIEQRDVRKANLKEKKERNQNEALLQAIKARNIRLSEAACEDEDSASEGLGELFLDGLSTENPHGARLSLDGQGRLSWPVLFLYPEYAQSDFISAFHEDSRF.... Result: 0 (no interaction). (2) The miRNA is hsa-miR-3978 with sequence GUGGAAAGCAUGCAUCCAGGGUGU. The protein sequence of the target gene is MAEVGEDSGARALLALRSAPCSPVLCAAAAAAAFPAAAPPPAPAQPQPPPGPPPPPPPPLPPGAIAGAGSSGGSSGVSGDSAVAGAAPALVAAAAASVRQSPGPALARLEGREFEFLMRQPSVTIGRNSSQGSVDLSMGLSSFISRRHLQLSFQEPHFYLRCLGKNGVFVDGAFQRRGAPALQLPKQCTFRFPSTAIKIQFTSLYHKEEAPASPLRPLYPQISPLKIHIPEPDLRSMVSPVPSPTGTISVPNSCPASPRGAGSSSYRFVQNVTSDLQLAAEFAAKAASEQQADTSGGDSP.... Result: 1 (interaction). (3) The miRNA is hsa-miR-429 with sequence UAAUACUGUCUGGUAAAACCGU. The protein sequence of the target gene is MFACSKFVSTPSLVKSTSQLLSRPLSAVVLKRPEILTDESLSSLAVSCPLTSLVSSRSFQTSAISRDIDTAAKFIGAGAATVGVAGSGAGIGTVFGSLIIGYARNPSLKQQLFSYAILGFALSEAMGLFCLMVAFLILFAM. Result: 0 (no interaction). (4) The miRNA is hsa-miR-6768-3p with sequence CAAAGGCCACAUUCUCCUGUGCAC. The protein sequence of the target gene is MIRHAGAPARGDPTGPVPVVGKGEEEEEEDGMRLCLPANPKNCLPHRRGISILEKLIKTCPVWLQLSLGQAEVARILHRVVAGMFLVRRDSSSKQLVLCVHFPSLNESSAEVLEYTIKEEKSILYLEGSALVFEDIFRLIAFYCVSRDLLPFTLRLPQAILEASSFTDLETIANLGLGFWDSSLNPPQERGKPAEPPRDRAPGFPLVSSLRPTAHDANCACEIELSVGNDRLWFVNPIFIEDCSSALPTDQPPLGNCPARPLPPTSDATSPTSRWAPRRPPPPPPVLPLQPCSPAQPPVL.... Result: 0 (no interaction). (5) The miRNA is hsa-miR-4638-5p with sequence ACUCGGCUGCGGUGGACAAGU. The protein sequence of the target gene is MCAARLAAAAAAAQSVYAFSARPLAGGEPVSLGSLRGKVLLIENVASLUGTTVRDYTQMNELQRRLGPRGLVVLGFPCNQFGHQENAKNEEILNSLKYVRPGGGFEPNFMLFEKCEVNGAGAHPLFAFLREALPAPSDDATALMTDPKLITWSPVCRNDVAWNFEKFLVGPDGVPLRRYSRRFQTIDIEPDIEALLSQGPSCA. Result: 0 (no interaction).